Dataset: Forward reaction prediction with 1.9M reactions from USPTO patents (1976-2016). Task: Predict the product of the given reaction. (1) Given the reactants [CH2:1](O)[C:2]#[CH:3].S(=O)(=O)(O)O.[CH3:10][C:11]1[C:15]([CH2:16][C:17]([OH:19])=[O:18])=[C:14]([C:20]2[CH:25]=[CH:24][CH:23]=[CH:22][CH:21]=2)[N:13]([C:26]2[CH:27]=[N:28][CH:29]=[CH:30][C:31]=2[CH3:32])[N:12]=1, predict the reaction product. The product is: [CH3:10][C:11]1[C:15]([CH2:16][C:17]([O:19][CH2:3][C:2]#[CH:1])=[O:18])=[C:14]([C:20]2[CH:25]=[CH:24][CH:23]=[CH:22][CH:21]=2)[N:13]([C:26]2[CH:27]=[N:28][CH:29]=[CH:30][C:31]=2[CH3:32])[N:12]=1. (2) Given the reactants CC([N:5]([C@H:9]([CH3:30])[C:10]([NH:12][C:13]1[CH:18]=[CH:17][C:16]([O:19][C:20]2[C:25]3[C:26]([CH3:29])=[N:27][O:28][C:24]=3[CH:23]=[CH:22][CH:21]=2)=[CH:15][CH:14]=1)=[O:11])C(=O)[O-])(C)C.C(O)(C(F)(F)F)=O, predict the reaction product. The product is: [CH3:29][C:26]1[C:25]2[C:20]([O:19][C:16]3[CH:17]=[CH:18][C:13]([NH:12][C:10](=[O:11])[C@@H:9]([CH3:30])[NH2:5])=[CH:14][CH:15]=3)=[CH:21][CH:22]=[CH:23][C:24]=2[O:28][N:27]=1. (3) The product is: [Cl:3][C:15]1[CH:14]=[CH:13][N:12]=[C:11]2[C:7]([CH3:6])=[CH:8][S:9][C:10]=12. Given the reactants P(Cl)(Cl)([Cl:3])=O.[CH3:6][C:7]1[C:11]2=[N:12][CH:13]=[CH:14][C:15](O)=[C:10]2[S:9][CH:8]=1, predict the reaction product. (4) Given the reactants [CH2:1]([C@@H:8]1[NH:13][CH2:12][CH2:11][N:10]([C:14]2[CH:19]=[CH:18][C:17]([O:20][CH3:21])=[C:16]([O:22][CH:23]3[CH2:27][CH2:26][CH2:25][CH2:24]3)[CH:15]=2)[CH2:9]1)[C:2]1[CH:7]=[CH:6][CH:5]=[CH:4][CH:3]=1.[N+:28]([C:31]1[NH:35][N:34]=[C:33]([CH2:36][C:37](O)=[O:38])[N:32]=1)([O-:30])=[O:29], predict the reaction product. The product is: [CH2:1]([C@H:8]1[CH2:9][N:10]([C:14]2[CH:19]=[CH:18][C:17]([O:20][CH3:21])=[C:16]([O:22][CH:23]3[CH2:27][CH2:26][CH2:25][CH2:24]3)[CH:15]=2)[CH2:11][CH2:12][N:13]1[C:37](=[O:38])[CH2:36][C:33]1[N:32]=[C:31]([N+:28]([O-:30])=[O:29])[NH:35][N:34]=1)[C:2]1[CH:3]=[CH:4][CH:5]=[CH:6][CH:7]=1. (5) Given the reactants C(OC(=O)C1C=CC=C(C#C[C:13]2[CH:25]=[CH:24][C:16]3[O:17][CH2:18][C:19]([CH3:23])([CH3:22])[CH2:20][O:21][C:15]=3[CH:14]=2)C=1)C.[C:27]([C:29]1[CH:39]=[CH:38][C:32]([C:33]([N:35]([CH3:37])[CH3:36])=[O:34])=[CH:31][CH:30]=1)#[CH:28].IC1C=CC2OCC(C)(C)COC=2C=1, predict the reaction product. The product is: [CH3:22][C:19]1([CH3:23])[CH2:18][O:17][C:16]2[CH:24]=[CH:25][C:13]([C:28]#[C:27][C:29]3[CH:39]=[CH:38][C:32]([C:33]([N:35]([CH3:37])[CH3:36])=[O:34])=[CH:31][CH:30]=3)=[CH:14][C:15]=2[O:21][CH2:20]1. (6) Given the reactants [NH2:1][C:2]1[N:7]=[C:6]([NH:8][C:9]([C:11]([CH3:14])([CH3:13])[CH3:12])=[O:10])[C:5]([O:15][CH3:16])=[CH:4][CH:3]=1.[Cl:17][C:18]1[N:23]=[C:22](Cl)[C:21]([F:25])=[CH:20][N:19]=1.O, predict the reaction product. The product is: [C:11]([C:9]([NH:8][C:6]1[C:5]([O:15][CH3:16])=[CH:4][CH:3]=[C:2]([NH:1][C:20]2[C:21]([F:25])=[CH:22][N:23]=[C:18]([Cl:17])[N:19]=2)[N:7]=1)=[O:10])([CH3:13])([CH3:12])[CH3:14]. (7) Given the reactants [C@@H:1]1(N2C=CC(=O)NC2=O)[O:7][C@H:6]([CH2:8][OH:9])[C@@H:4]([OH:5])[C@H:2]1[OH:3].[N:18]1[C:26]([NH2:27])=[C:25]2[C:21]([N:22]=[CH:23][NH:24]2)=[N:20][CH:19]=1.P([O-])([O-])([O-])=O.[K+].[K+].[K+].[C@@H:36]1([N:45]2[CH:53]=[N:52][C:51]3[C:46]2=[N:47][CH:48]=[N:49][C:50]=3[NH2:54])[O:42][C@H:41]([CH2:43][OH:44])[C@@H:39]([OH:40])[C@H:37]1[OH:38], predict the reaction product. The product is: [CH:48]1[N:47]=[C:46]2[N:45]([C@@H:36]3[O:42][C@H:41]([CH2:43][OH:44])[C@@H:39]([OH:40])[C@@H:37]3[OH:38])[CH:53]=[N:52][C:51]2=[C:50]([NH2:54])[N:49]=1.[CH:1]1([C:19]2[N:20]=[C:21]3[C:25]([NH:24][CH:23]=[N:22]3)=[C:26]([NH2:27])[N:18]=2)[O:7][C@H:6]([CH2:8][OH:9])[C@@H:4]([OH:5])[C@H:2]1[OH:3]. (8) Given the reactants [N:1]([CH2:4][CH2:5][C@@H:6]([O:12][C:13]1[CH:20]=[C:19]([Cl:21])[C:18]([F:22])=[CH:17][C:14]=1[C:15]#[N:16])[C:7]1[CH:11]=[CH:10][S:9][CH:8]=1)=[N+]=[N-].C1(P(C2C=CC=CC=2)C2C=CC=CC=2)C=CC=CC=1.O.[C:43]([OH:48])(=[O:47])[C:44]([OH:46])=[O:45], predict the reaction product. The product is: [C:43]([OH:48])(=[O:47])[C:44]([OH:46])=[O:45].[NH2:1][CH2:4][CH2:5][C@@H:6]([O:12][C:13]1[CH:20]=[C:19]([Cl:21])[C:18]([F:22])=[CH:17][C:14]=1[C:15]#[N:16])[C:7]1[CH:11]=[CH:10][S:9][CH:8]=1. (9) Given the reactants [C:1]([O:5][C:6]([NH:8][C@@H:9]([CH2:17][CH2:18][C:19]([O:21][CH2:22][CH2:23][CH2:24][N:25]1[CH2:30][CH2:29][N:28](C(OCC2C=CC=CC=2)=O)[CH2:27][CH2:26]1)=[O:20])[C:10]([O:12][C:13]([CH3:16])([CH3:15])[CH3:14])=[O:11])=[O:7])([CH3:4])([CH3:3])[CH3:2], predict the reaction product. The product is: [C:1]([O:5][C:6]([NH:8][C@@H:9]([CH2:17][CH2:18][C:19]([O:21][CH2:22][CH2:23][CH2:24][N:25]1[CH2:26][CH2:27][NH:28][CH2:29][CH2:30]1)=[O:20])[C:10]([O:12][C:13]([CH3:15])([CH3:16])[CH3:14])=[O:11])=[O:7])([CH3:2])([CH3:3])[CH3:4]. (10) Given the reactants [C@@H:1]1([N:9]2[CH:17]=[C:15]([CH3:16])[C:13](=[O:14])[NH:12][C:10]2=[O:11])[O:8][C@H:5]([CH2:6][OH:7])[C@@H:3]([OH:4])[CH2:2]1.[C:18](OC(=O)C)(=[O:20])[CH3:19], predict the reaction product. The product is: [C:18]([O:7][CH2:6][C@H:5]1[O:8][C@@H:1]([N:9]2[CH:17]=[C:15]([CH3:16])[C:13](=[O:14])[NH:12][C:10]2=[O:11])[CH2:2][C@@H:3]1[OH:4])(=[O:20])[CH3:19].